This data is from Forward reaction prediction with 1.9M reactions from USPTO patents (1976-2016). The task is: Predict the product of the given reaction. (1) Given the reactants [F:1][C:2]1[CH:7]=[CH:6][C:5]([C:8]([CH2:15][N:16]2[C:24]3[CH:23]=[CH:22][C:21]([CH3:25])=[CH:20][C:19]=3[C:18]3[CH2:26][N:27]([CH3:30])[CH2:28][CH2:29][C:17]2=3)=[CH:9][C:10]([O:12][CH2:13][CH3:14])=[O:11])=[CH:4][CH:3]=1.[H][H], predict the reaction product. The product is: [CH3:30][N:27]1[CH2:28][CH2:29][C:17]2[N:16]([CH2:15][CH:8]([C:5]3[CH:6]=[CH:7][C:2]([F:1])=[CH:3][CH:4]=3)[CH2:9][C:10]([O:12][CH2:13][CH3:14])=[O:11])[C:24]3[CH:23]=[CH:22][C:21]([CH3:25])=[CH:20][C:19]=3[C:18]=2[CH2:26]1. (2) Given the reactants [C:1]1([C:3](=[CH:5][CH:6]=[CH:7][CH:8]=1)[OH:4])[OH:2].N[C@H](C(O)=O)[CH2:11][C:12]1[CH:21]=C2C(C=CC=C2)=C[CH:13]=1.[OH-].[K+].Br[CH2:28][CH:29]([CH3:31])[CH3:30], predict the reaction product. The product is: [CH3:11][CH:12]([CH3:21])[CH2:13][O:2][C:1]1[CH:8]=[CH:7][CH:6]=[CH:5][C:3]=1[O:4][CH2:28][CH:29]([CH3:31])[CH3:30]. (3) Given the reactants CC1C=CC(S(O[CH2:12][CH:13]([C:19]2[CH:24]=[CH:23][C:22]([Br:25])=[CH:21][CH:20]=2)[CH2:14][O:15][C:16](=[O:18])[CH3:17])(=O)=O)=CC=1.[C:26]1([C@H:32]([NH2:34])[CH3:33])[CH:31]=[CH:30][CH:29]=[CH:28][CH:27]=1, predict the reaction product. The product is: [C:16]([O:15][CH2:14][CH:13]([C:19]1[CH:20]=[CH:21][C:22]([Br:25])=[CH:23][CH:24]=1)[CH2:12][NH:34][C@@H:32]([C:26]1[CH:31]=[CH:30][CH:29]=[CH:28][CH:27]=1)[CH3:33])(=[O:18])[CH3:17]. (4) Given the reactants [Cl:1][C:2]1[CH:9]=[CH:8][CH:7]=[CH:6][C:3]=1[CH:4]=O.[C:10]([OH:16])(=[O:15])[CH2:11]C(O)=O.C([O-])(=O)C.[NH4+:21], predict the reaction product. The product is: [NH2:21][CH:4]([C:3]1[CH:6]=[CH:7][CH:8]=[CH:9][C:2]=1[Cl:1])[CH2:11][C:10]([OH:16])=[O:15]. (5) The product is: [CH3:2][O:3][C:4]([C@@H:5]1[NH:6][C@H:24]([C:23]2[CH:18]=[CH:19][C:20]3[O:28][CH2:27][O:26][C:21]=3[CH:22]=2)[C:9]2[NH:10][C:11]3[C:16]([C:8]=2[CH2:7]1)=[CH:15][CH:14]=[CH:13][CH:12]=3)=[O:17]. Given the reactants Cl.[CH3:2][O:3][C:4](=[O:17])[C@@H:5]([CH2:7][C:8]1[C:16]2[C:11](=[CH:12][CH:13]=[CH:14][CH:15]=2)[NH:10][CH:9]=1)[NH2:6].[CH:18]1[C:23]([CH:24]=O)=[CH:22][C:21]2[O:26][CH2:27][O:28][C:20]=2[CH:19]=1.S([O-])([O-])(=O)=O.[Mg+2].C(=O)(O)[O-].[Na+], predict the reaction product.